Task: Binary Classification. Given a miRNA mature sequence and a target amino acid sequence, predict their likelihood of interaction.. Dataset: Experimentally validated miRNA-target interactions with 360,000+ pairs, plus equal number of negative samples The miRNA is hsa-miR-4261 with sequence AGGAAACAGGGACCCA. Result: 0 (no interaction). The protein sequence of the target gene is MEAEQRPAAGASEGATPGLEAVPPVAPPPATAASGPIPKSGPEPKRRHLGTLLQPTVNKFSLRVFGSHKAVEIEQERVKSAGAWIIHPYSDFRFYWDLIMLLLMVGNLIVLPVGITFFKEENSPPWIVFNVLSDTFFLLDLVLNFRTGIVVEEGAEILLAPRAIRTRYLRTWFLVDLISSIPVDYIFLVVELEPRLDAEVYKTARALRIVRFTKILSLLRLLRLSRLIRYIHQWEEIFHMTYDLASAVVRIFNLIGMMLLLCHWDGCLQFLVPMLQDFPPDCWVSINHMVNHSWGRQYSH....